This data is from hERG potassium channel inhibition data for cardiac toxicity prediction from Karim et al.. The task is: Regression/Classification. Given a drug SMILES string, predict its toxicity properties. Task type varies by dataset: regression for continuous values (e.g., LD50, hERG inhibition percentage) or binary classification for toxic/non-toxic outcomes (e.g., AMES mutagenicity, cardiotoxicity, hepatotoxicity). Dataset: herg_karim. (1) The molecule is N[C@@H]1CCCN(c2c(/C=C3\SC(=O)NC3=O)cccc2-c2ccccc2)C1. The result is 0 (non-blocker). (2) The molecule is [H]/N=C(/c1ccc(C(=O)Nc2ccc(CCC(=O)OC)cc2C(=O)Nc2ccc(Cl)cn2)cc1)N(C)C. The result is 1 (blocker). (3) The drug is Fc1ccc2c(C3CNCC[C@H]3F)c(-c3cccc4ccccc34)[nH]c2c1. The result is 1 (blocker).